From a dataset of Full USPTO retrosynthesis dataset with 1.9M reactions from patents (1976-2016). Predict the reactants needed to synthesize the given product. Given the product [C:1]([NH:6][C@H:7]([C:29]([NH:31][CH2:32][CH2:33][S:34][C:35](=[O:37])[CH3:36])=[O:30])[CH2:8][SH:9])(=[O:5])[CH:2]([CH3:3])[CH3:4], predict the reactants needed to synthesize it. The reactants are: [C:1]([NH:6][C@H:7]([C:29]([NH:31][C@H:32](C(O)=O)[CH2:33][S:34][C:35](=[O:37])[CH3:36])=[O:30])[CH2:8][S:9]C(C1C=CC=CC=1)(C1C=CC=CC=1)C1C=CC=CC=1)(=[O:5])[CH:2]([CH3:4])[CH3:3].C(N[C@H](C(NCCSC(=O)C)=O)CS)(=O)C.C(Cl)Cl.CCOCC.